This data is from Full USPTO retrosynthesis dataset with 1.9M reactions from patents (1976-2016). The task is: Predict the reactants needed to synthesize the given product. (1) The reactants are: [F:1][C:2]([F:11])([F:10])[C:3]1[CH:4]=[C:5]([CH:7]=[CH:8][CH:9]=1)[NH2:6].[C:12]([O:18][CH2:19][CH3:20])(=[O:17])[CH2:13][C:14]([CH3:16])=O.O.S([O-])([O-])(=O)=O.[Mg+2].C(O)(=O)C. Given the product [CH2:19]([O:18][C:12](=[O:17])[CH:13]=[C:14]([NH:6][C:5]1[CH:7]=[CH:8][CH:9]=[C:3]([C:2]([F:10])([F:11])[F:1])[CH:4]=1)[CH3:16])[CH3:20], predict the reactants needed to synthesize it. (2) Given the product [F:33][C:30]1[CH:31]=[CH:32][C:27]([CH2:26][NH:25][C:23]([C:13]2[N:12]=[C:11]([C:34]([O:36][CH3:37])=[O:35])[CH:10]=[C:9]([OH:8])[C:14]=2[OH:15])=[O:24])=[CH:28][CH:29]=1, predict the reactants needed to synthesize it. The reactants are: C([O:8][C:9]1[C:14]([O:15]CC2C=CC=CC=2)=[C:13]([C:23]([NH:25][CH2:26][C:27]2[CH:32]=[CH:31][C:30]([F:33])=[CH:29][CH:28]=2)=[O:24])[N:12]=[C:11]([C:34]([O:36][CH3:37])=[O:35])[CH:10]=1)C1C=CC=CC=1. (3) Given the product [CH2:11]([O:13][CH:14]([O:17][CH2:18][CH3:19])[CH2:15]/[N:16]=[CH:1]/[C:2]1[CH:7]=[CH:6][CH:5]=[C:4]([O:8][CH3:9])[CH:3]=1)[CH3:12], predict the reactants needed to synthesize it. The reactants are: [CH:1](=O)[C:2]1[CH:7]=[CH:6][CH:5]=[C:4]([O:8][CH3:9])[CH:3]=1.[CH2:11]([O:13][CH:14]([O:17][CH2:18][CH3:19])[CH2:15][NH2:16])[CH3:12].O. (4) The reactants are: [CH3:1][C:2]1[CH:7]=[C:6]([CH3:8])[CH:5]=[CH:4][C:3]=1[CH:9]([C:22]1[CH:27]=[CH:26][CH:25]=[CH:24][CH:23]=1)[NH:10][C:11](=[O:21])[CH2:12][C:13]1[CH:18]=[CH:17][C:16]([OH:19])=[C:15]([CH3:20])[CH:14]=1.Cl[CH2:29][C:30]1[C:31]([CH3:36])=[N:32][CH:33]=[CH:34][CH:35]=1.C([O-])([O-])=O.[K+].[K+]. Given the product [CH3:1][C:2]1[CH:7]=[C:6]([CH3:8])[CH:5]=[CH:4][C:3]=1[CH:9]([C:22]1[CH:27]=[CH:26][CH:25]=[CH:24][CH:23]=1)[NH:10][C:11](=[O:21])[CH2:12][C:13]1[CH:18]=[CH:17][C:16]([O:19][CH2:29][C:30]2[C:31]([CH3:36])=[N:32][CH:33]=[CH:34][CH:35]=2)=[C:15]([CH3:20])[CH:14]=1, predict the reactants needed to synthesize it.